Dataset: Reaction yield outcomes from USPTO patents with 853,638 reactions. Task: Predict the reaction yield, written as a fraction of the theoretical maximum amount of product (1.0 means a 100% yield; for example, 0.34 means a 34% yield). (1) The reactants are [CH3:1][Si:2]([CH3:20])([CH3:19])[N:3]1[CH2:7][C@H:6]([C:8](OC)=[O:9])[CH2:5][C@@H:4]1[C:12]([O:14][C:15]([CH3:18])([CH3:17])[CH3:16])=[O:13].[Al]. The catalyst is C1COCC1. The product is [CH3:1][Si:2]([CH3:19])([CH3:20])[N:3]1[CH2:7][C@H:6]([CH2:8][OH:9])[CH2:5][C@@H:4]1[C:12]([O:14][C:15]([CH3:16])([CH3:17])[CH3:18])=[O:13]. The yield is 0.911. (2) The reactants are [C:1]([C:5]1[CH:10]=[CH:9][C:8]([C:11]2[CH:19]=[C:18]3[C:14]([CH:15]=[CH:16][N:17]3[CH3:20])=[CH:13][CH:12]=2)=[CH:7][CH:6]=1)([CH3:4])([CH3:3])[CH3:2].C([Li])CCC.[C:26](=[O:28])=[O:27]. The catalyst is C1COCC1. The product is [C:1]([C:5]1[CH:6]=[CH:7][C:8]([C:11]2[CH:19]=[C:18]3[C:14]([C:15]([C:26]([OH:28])=[O:27])=[CH:16][N:17]3[CH3:20])=[CH:13][CH:12]=2)=[CH:9][CH:10]=1)([CH3:4])([CH3:2])[CH3:3]. The yield is 0.107.